The task is: Predict the product of the given reaction.. This data is from Forward reaction prediction with 1.9M reactions from USPTO patents (1976-2016). (1) Given the reactants [CH3:1][N:2]([C:4]1[CH:9]=[CH:8][C:7]([N:10]=[N:11][C:12]2[CH:17]=[CH:16][C:15]([S:18](Cl)(=[O:20])=[O:19])=[CH:14][CH:13]=2)=[CH:6][CH:5]=1)[CH3:3].[NH2:22][CH2:23][CH2:24][CH2:25][CH2:26][N:27]1[C:35]2[C:34]([CH3:36])=[C:33]([CH3:37])[N:32]=[C:31]([NH2:38])[C:30]=2[N:29]=[CH:28]1, predict the reaction product. The product is: [NH2:38][C:31]1[C:30]2[N:29]=[CH:28][N:27]([CH2:26][CH2:25][CH2:24][CH2:23][NH:22][S:18]([C:15]3[CH:16]=[CH:17][C:12](/[N:11]=[N:10]/[C:7]4[CH:8]=[CH:9][C:4]([N:2]([CH3:3])[CH3:1])=[CH:5][CH:6]=4)=[CH:13][CH:14]=3)(=[O:20])=[O:19])[C:35]=2[C:34]([CH3:36])=[C:33]([CH3:37])[N:32]=1. (2) Given the reactants [C:1](=[O:26])([O:14][CH2:15][CH2:16][CH2:17][S:18][S:19][C:20]1[CH:25]=[CH:24][CH:23]=[CH:22]N=1)[O:2][C:3]1[CH:13]=[CH:12][C:6]2[N:7]=[C:8]([C:10]#[N:11])[S:9][C:5]=2[CH:4]=1.SCCCCC[CH2:33][CH2:34][CH2:35][CH2:36][CH2:37][CH2:38][CH2:39][CH2:40][CH2:41][CH2:42][C:43]([OH:45])=[O:44].C(N(CC)CC)C, predict the reaction product. The product is: [C:10]([C:8]1[S:9][C:5]2[CH:4]=[C:3]([O:2][C:1]([O:14][CH2:15][CH2:16][CH2:17][S:18][S:19][CH2:20][CH2:25][CH2:24][CH2:23][CH2:22][CH2:33][CH2:34][CH2:35][CH2:36][CH2:37][CH2:38][CH2:39][CH2:40][CH2:41][CH2:42][C:43]([OH:45])=[O:44])=[O:26])[CH:13]=[CH:12][C:6]=2[N:7]=1)#[N:11]. (3) Given the reactants [O-:1][C:2]#[N:3].[K+].[I:5][C:6]1[CH:12]=[CH:11][CH:10]=[CH:9][C:7]=1[NH2:8], predict the reaction product. The product is: [I:5][C:6]1[CH:12]=[CH:11][CH:10]=[CH:9][C:7]=1[NH:8][C:2]([NH2:3])=[O:1]. (4) Given the reactants [CH3:1][O:2][C:3]1[CH:4]=[C:5]([CH2:13][C:14]2[CH:15]=[N:16][C:17]([NH2:21])=[N:18][C:19]=2[NH2:20])[CH:6]=[C:7]([O:11][CH3:12])[C:8]=1[O:9][CH3:10].[C:22](O[C:22](=[O:27])[C:23]([CH3:26])([CH3:25])[CH3:24])(=[O:27])[C:23]([CH3:26])([CH3:25])[CH3:24], predict the reaction product. The product is: [CH3:24][C:23]([CH3:26])([CH3:25])[C:22]([NH:20][C:19]1[C:14]([CH2:13][C:5]2[CH:6]=[C:7]([O:11][CH3:12])[C:8]([O:9][CH3:10])=[C:3]([O:2][CH3:1])[CH:4]=2)=[CH:15][N:16]=[C:17]([NH:21][C:22](=[O:27])[C:23]([CH3:26])([CH3:25])[CH3:24])[N:18]=1)=[O:27]. (5) Given the reactants [CH3:1][C:2]([CH3:18])([C:6](=[O:17])[NH:7][S:8]([C:11]1[CH:16]=[CH:15][CH:14]=[CH:13][CH:12]=1)(=[O:10])=[O:9])[C:3]([OH:5])=[O:4].[F:19][C:20]([F:32])([F:31])C1C=CC(S(Cl)(=O)=O)=CC=1, predict the reaction product. The product is: [CH3:1][C:2]([CH3:18])([C:6](=[O:17])[NH:7][S:8]([C:11]1[CH:16]=[CH:15][C:14]([C:20]([F:32])([F:31])[F:19])=[CH:13][CH:12]=1)(=[O:10])=[O:9])[C:3]([OH:5])=[O:4].